This data is from Full USPTO retrosynthesis dataset with 1.9M reactions from patents (1976-2016). The task is: Predict the reactants needed to synthesize the given product. Given the product [F:9][C:10]1[CH:15]=[CH:14][CH:13]=[CH:12][C:11]=1[N:16]1[C:24]2[C:19](=[C:20]([N:25]3[CH2:32][C@@H:31]4[C@@H:27]([N:28]([C:4](=[O:6])[CH2:3][C:2]([OH:1])([CH3:8])[CH3:7])[CH2:29][CH2:30]4)[C:26]3=[O:33])[CH:21]=[CH:22][CH:23]=2)[CH:18]=[N:17]1, predict the reactants needed to synthesize it. The reactants are: [OH:1][C:2]([CH3:8])([CH3:7])[CH2:3][C:4]([OH:6])=O.[F:9][C:10]1[CH:15]=[CH:14][CH:13]=[CH:12][C:11]=1[N:16]1[C:24]2[C:19](=[C:20]([N:25]3[CH2:32][C@@H:31]4[C@@H:27]([NH:28][CH2:29][CH2:30]4)[C:26]3=[O:33])[CH:21]=[CH:22][CH:23]=2)[CH:18]=[N:17]1.C(N(CC)CC)C.F[P-](F)(F)(F)(F)F.CN(C(N1C2C(=NC=CC=2)[N+]([O-])=N1)=[N+](C)C)C.